From a dataset of Forward reaction prediction with 1.9M reactions from USPTO patents (1976-2016). Predict the product of the given reaction. Given the reactants [CH3:1][C:2]([C:8]1[CH:13]=[CH:12][C:11]([N+:14]([O-:16])=[O:15])=[CH:10][CH:9]=1)([CH3:7])[CH2:3][C:4]([NH2:6])=[O:5].[Br:17]Br.S([O-])([O-])=O.[Na+].[Na+], predict the reaction product. The product is: [Br:17][C:9]1[CH:10]=[C:11]([N+:14]([O-:16])=[O:15])[CH:12]=[CH:13][C:8]=1[C:2]([CH3:1])([CH3:7])[CH2:3][C:4]([NH2:6])=[O:5].